Dataset: Catalyst prediction with 721,799 reactions and 888 catalyst types from USPTO. Task: Predict which catalyst facilitates the given reaction. (1) The catalyst class is: 131. Reactant: [OH:1][C:2]1[CH:10]=[CH:9][CH:8]=[C:7]2[C:3]=1[CH:4]=[CH:5][NH:6]2.C(=O)([O-])[O-].[K+].[K+].[I-].[Na+].Cl.Cl[CH2:21][CH2:22][N:23]([CH3:25])[CH3:24]. Product: [NH:6]1[C:7]2[C:3](=[C:2]([O:1][CH2:21][CH2:22][N:23]([CH3:25])[CH3:24])[CH:10]=[CH:9][CH:8]=2)[CH:4]=[CH:5]1. (2) Product: [CH3:1][O:2][C:3]([C:5]1[N:6]([CH3:11])[C:7]([C:12]2[CH:17]=[CH:16][CH:15]=[CH:14][CH:13]=2)=[CH:8][CH:9]=1)=[O:4]. The catalyst class is: 108. Reactant: [CH3:1][O:2][C:3]([C:5]1[N:6]([CH3:11])[C:7](Br)=[CH:8][CH:9]=1)=[O:4].[C:12]1(B(O)O)[CH:17]=[CH:16][CH:15]=[CH:14][CH:13]=1.C([O-])([O-])=O.[Na+].[Na+].C(Cl)Cl. (3) Reactant: [F:1][C:2]([F:12])([C:6]1[CH:11]=[CH:10][CH:9]=[CH:8][CH:7]=1)[C:3]([OH:5])=O.FF.C(Cl)(=O)C(Cl)=O.[N:21]([C@@H:24]1[CH2:29][CH2:28][NH:27][CH2:26][C@H:25]1[F:30])=[N+:22]=[N-:23].CCN(C(C)C)C(C)C. Product: [N:21]([C@@H:24]1[CH2:29][CH2:28][N:27]([C:3](=[O:5])[C:2]([F:1])([F:12])[C:6]2[CH:11]=[CH:10][CH:9]=[CH:8][CH:7]=2)[CH2:26][C@H:25]1[F:30])=[N+:22]=[N-:23]. The catalyst class is: 59. (4) Reactant: [Cl:1][C:2]1[CH:3]=[C:4]([CH:23]=[CH:24][CH:25]=1)[CH2:5][O:6][C:7]1[CH:16]=[C:15]2[C:10]([CH:11]=[C:12]([CH2:17][C:18](OCC)=[O:19])[CH:13]=[N:14]2)=[CH:9][CH:8]=1.[H-].[H-].[H-].[H-].[Li+].[Al+3]. Product: [Cl:1][C:2]1[CH:3]=[C:4]([CH:23]=[CH:24][CH:25]=1)[CH2:5][O:6][C:7]1[CH:16]=[C:15]2[C:10]([CH:11]=[C:12]([CH2:17][CH2:18][OH:19])[CH:13]=[N:14]2)=[CH:9][CH:8]=1. The catalyst class is: 1.